This data is from Retrosynthesis with 50K atom-mapped reactions and 10 reaction types from USPTO. The task is: Predict the reactants needed to synthesize the given product. Given the product COc1ccc(-n2nc(-c3c(F)cccc3Cl)[nH]c2=O)cc1C(=O)NCC1CC1, predict the reactants needed to synthesize it. The reactants are: COc1ccc(-n2nc(-c3c(F)cccc3Cl)[nH]c2=O)cc1C(=O)O.NCC1CC1.